The task is: Predict the reaction yield, written as a fraction of the theoretical maximum amount of product (1.0 means a 100% yield; for example, 0.34 means a 34% yield).. This data is from Reaction yield outcomes from USPTO patents with 853,638 reactions. (1) The reactants are [F:8][C:7]([F:10])([F:9])[C:6](O[C:6](=[O:11])[C:7]([F:10])([F:9])[F:8])=[O:11].[NH:14]1[C:23]2[C:18](=[CH:19][CH:20]=[CH:21][CH:22]=2)[CH2:17][CH2:16][CH2:15]1. The catalyst is C(Cl)(Cl)Cl. The product is [N:14]1([C:6](=[O:11])[C:7]([F:8])([F:9])[F:10])[C:23]2[C:18](=[CH:19][CH:20]=[CH:21][CH:22]=2)[CH2:17][CH2:16][CH2:15]1. The yield is 0.870. (2) The reactants are [NH:1]1[CH2:5][CH2:4][CH2:3][CH2:2]1.[Cl:6][C:7]1[CH:8]=[C:9]([CH:32]=[CH:33][C:34]=1[F:35])[NH:10][C:11]1[C:20]2[C:15](=[CH:16][C:17]([O:27][CH2:28][CH2:29][CH2:30]Cl)=[CH:18][C:19]=2[O:21][CH:22]2[CH2:26][CH2:25][O:24][CH2:23]2)[N:14]=[CH:13][N:12]=1. No catalyst specified. The product is [Cl:6][C:7]1[CH:8]=[C:9]([CH:32]=[CH:33][C:34]=1[F:35])[NH:10][C:11]1[C:20]2[C:15](=[CH:16][C:17]([O:27][CH2:28][CH2:29][CH2:30][N:1]3[CH2:5][CH2:4][CH2:3][CH2:2]3)=[CH:18][C:19]=2[O:21][CH:22]2[CH2:26][CH2:25][O:24][CH2:23]2)[N:14]=[CH:13][N:12]=1. The yield is 0.640. (3) The reactants are CO[CH:3](OC)[N:4]([CH3:6])[CH3:5].[O:9]1[CH:13]=[CH:12][CH:11]=[C:10]1[C:14](=[O:22])[CH2:15][C:16]1[CH:21]=[CH:20][N:19]=[CH:18][CH:17]=1.[Cl-].[NH4+]. The catalyst is C(OCC)(=O)C. The product is [CH3:6][N:4]([CH3:5])[CH:3]=[C:15]([C:16]1[CH:21]=[CH:20][N:19]=[CH:18][CH:17]=1)[C:14]([C:10]1[O:9][CH:13]=[CH:12][CH:11]=1)=[O:22]. The yield is 0.970. (4) The reactants are Br[C:2]1[C:10]2[N:9]=[C:8]([CH3:11])[N:7]([CH2:12][C:13]3[C:22]4[C:17](=[CH:18][CH:19]=[CH:20][CH:21]=4)[CH:16]=[CH:15][CH:14]=3)[C:6]=2[CH:5]=[C:4]([N:23]2[CH2:28][CH2:27][O:26][CH2:25][CH2:24]2)[CH:3]=1.O.[CH3:30][N:31](C=O)C. The catalyst is C1C=CC([P]([Pd]([P](C2C=CC=CC=2)(C2C=CC=CC=2)C2C=CC=CC=2)([P](C2C=CC=CC=2)(C2C=CC=CC=2)C2C=CC=CC=2)[P](C2C=CC=CC=2)(C2C=CC=CC=2)C2C=CC=CC=2)(C2C=CC=CC=2)C2C=CC=CC=2)=CC=1.[C-]#N.[C-]#N.[Zn+2]. The product is [CH3:11][C:8]1[N:7]([CH2:12][C:13]2[C:22]3[C:17](=[CH:18][CH:19]=[CH:20][CH:21]=3)[CH:16]=[CH:15][CH:14]=2)[C:6]2[CH:5]=[C:4]([N:23]3[CH2:28][CH2:27][O:26][CH2:25][CH2:24]3)[CH:3]=[C:2]([C:30]#[N:31])[C:10]=2[N:9]=1. The yield is 0.680. (5) The reactants are Cl.[CH3:2][S:3]([NH:6][C:7]1[CH:15]=[C:14]2[C:10]([CH:11]=[C:12]([C:16]([OH:18])=O)[NH:13]2)=[CH:9][CH:8]=1)(=[O:5])=[O:4].[NH2:19][C:20]1[CH:21]=[C:22]([S:26]([C:29]2[CH:30]=[C:31]([CH:34]=[CH:35][CH:36]=2)[C:32]#[N:33])(=[O:28])=[O:27])[CH:23]=[CH:24][CH:25]=1.CN(C(ON1N=NC2C=CC=NC1=2)=[N+](C)C)C.F[P-](F)(F)(F)(F)F.CCN(C(C)C)C(C)C. The catalyst is CN(C=O)C. The product is [C:32]([C:31]1[CH:30]=[C:29]([S:26]([C:22]2[CH:21]=[C:20]([NH:19][C:16]([C:12]3[NH:13][C:14]4[C:10]([CH:11]=3)=[CH:9][CH:8]=[C:7]([NH:6][S:3]([CH3:2])(=[O:4])=[O:5])[CH:15]=4)=[O:18])[CH:25]=[CH:24][CH:23]=2)(=[O:28])=[O:27])[CH:36]=[CH:35][CH:34]=1)#[N:33]. The yield is 0.130. (6) The reactants are [Cl:1][C:2]1[CH:7]=[CH:6][C:5]([C:8]([F:11])([F:10])[F:9])=[CH:4][C:3]=1[NH:12][C:13]1[O:17][C:16]([C:18]2[CH:23]=[CH:22][C:21]([OH:24])=[CH:20][CH:19]=2)=[N:15][N:14]=1.C[Si]([N-][Si](C)(C)C)(C)C.[K+].Br[C:36]1[CH:37]=[N:38][CH:39]=[N:40][CH:41]=1.C([O-])([O-])=O.[K+].[K+]. The catalyst is CN(C=O)C.CO. The product is [N:38]1[CH:37]=[C:36]([O:24][C:21]2[CH:22]=[CH:23][C:18]([C:16]3[O:17][C:13]([NH:12][C:3]4[CH:4]=[C:5]([C:8]([F:9])([F:10])[F:11])[CH:6]=[CH:7][C:2]=4[Cl:1])=[N:14][N:15]=3)=[CH:19][CH:20]=2)[CH:41]=[N:40][CH:39]=1. The yield is 0.595. (7) The reactants are C(N(CC)CC)C.C([Mg]Cl)(C)C.Br[C:14]1[C:15]([O:22][CH3:23])=[N:16][CH:17]=[C:18]([Cl:21])[C:19]=1[CH3:20].ClC1C(C)=C([Mg]Cl)C(OC)=NC=1.[CH3:36][O:37][C:38]1[C:45]([O:46][CH3:47])=[C:44]([O:48][CH3:49])[CH:43]=[C:42]([CH3:50])[C:39]=1[CH:40]=[O:41]. The catalyst is O1CCCC1.O. The product is [CH3:36][O:37][C:38]1[C:45]([O:46][CH3:47])=[C:44]([O:48][CH3:49])[CH:43]=[C:42]([CH3:50])[C:39]=1[CH:40]([C:14]1[C:15]([O:22][CH3:23])=[N:16][CH:17]=[C:18]([Cl:21])[C:19]=1[CH3:20])[OH:41]. The yield is 0.700. (8) The reactants are C([O:3][C:4](=[O:32])[CH2:5][C@@H:6]([N:10]1[C:14]2[CH:15]=[CH:16][CH:17]=[CH:18][C:13]=2[N:12]([CH2:19][C:20]2[C:28]3[S:27][C:26](=[O:29])[NH:25][C:24]=3[CH:23]=[C:22]([Br:30])[CH:21]=2)[C:11]1=[O:31])[CH2:7][CH2:8][CH3:9])C.[Li+].[OH-].Cl. The catalyst is O1CCOCC1.O. The product is [Br:30][C:22]1[CH:21]=[C:20]([CH2:19][N:12]2[C:13]3[CH:18]=[CH:17][CH:16]=[CH:15][C:14]=3[N:10]([C@@H:6]([CH2:7][CH2:8][CH3:9])[CH2:5][C:4]([OH:32])=[O:3])[C:11]2=[O:31])[C:28]2[S:27][C:26](=[O:29])[NH:25][C:24]=2[CH:23]=1. The yield is 0.320. (9) The catalyst is O.C(#N)C. The reactants are [F:1][C:2]1[CH:7]=[C:6]([F:8])[CH:5]=[CH:4][C:3]=1[C:9]1[N:10]=[C:11]2[CH2:29][CH2:28][CH2:27][N:12]2[C:13]=1[C:14]1[CH:15]=[CH:16][C:17]2[N:18]([C:20]([C:23]([NH2:26])([CH3:25])[CH3:24])=[N:21][N:22]=2)[N:19]=1.C(Cl)Cl.CCN(C(C)C)C(C)C.[CH2:42]1N(P(Cl)(N2C(=O)OCC2)=O)C(=O)[O:44][CH2:43]1. The product is [F:1][C:2]1[CH:7]=[C:6]([F:8])[CH:5]=[CH:4][C:3]=1[C:9]1[N:10]=[C:11]2[CH2:29][CH2:28][CH2:27][N:12]2[C:13]=1[C:14]1[CH:15]=[CH:16][C:17]2[N:18]([C:20]([C:23]([NH:26][C:43](=[O:44])[CH3:42])([CH3:25])[CH3:24])=[N:21][N:22]=2)[N:19]=1. The yield is 0.430. (10) The catalyst is CO.O=[Pt]=O. The yield is 0.420. The product is [O:1]1[C:5]2[CH:6]=[C:7]([C:10]3([C:13]([OH:15])=[O:14])[CH2:12][CH2:11]3)[CH:8]=[CH:9][C:4]=2[CH2:3][CH2:2]1. The reactants are [O:1]1[C:5]2[CH:6]=[C:7]([C:10]3([C:13]([OH:15])=[O:14])[CH2:12][CH2:11]3)[CH:8]=[CH:9][C:4]=2[CH:3]=[CH:2]1.